From a dataset of Full USPTO retrosynthesis dataset with 1.9M reactions from patents (1976-2016). Predict the reactants needed to synthesize the given product. (1) Given the product [CH2:7]([C:8]1[O:10][N:31]=[C:29]([C:23]2[CH:28]=[CH:27][CH:26]=[CH:25][CH:24]=2)[N:30]=1)[C:1]1[CH:2]=[CH:3][CH:4]=[CH:5][CH:6]=1, predict the reactants needed to synthesize it. The reactants are: [C:1]1([CH2:7][C:8]([OH:10])=O)[CH:6]=[CH:5][CH:4]=[CH:3][CH:2]=1.C(N1C=CN=C1)(N1C=CN=C1)=O.[C:23]1([C:29](=[N:31]O)[NH2:30])[CH:28]=[CH:27][CH:26]=[CH:25][CH:24]=1.O. (2) Given the product [CH3:1][C:2]([CH3:14])([CH3:13])[CH2:3][NH:4][C:5]1[N:6]([CH3:12])[N:7]=[C:8]([CH3:11])[C:9]=1[NH:10][C:16]1[CH:21]=[CH:20][CH:19]=[CH:18][CH:17]=1, predict the reactants needed to synthesize it. The reactants are: [CH3:1][C:2]([CH3:14])([CH3:13])[CH2:3][NH:4][C:5]1[N:6]([CH3:12])[N:7]=[C:8]([CH3:11])[C:9]=1[NH2:10].C[C:16]1[CH:21]=[CH:20][CH:19]=[CH:18][C:17]=1P([C:16]1[CH:21]=[CH:20][CH:19]=[CH:18][C:17]=1C)[C:16]1[CH:21]=[CH:20][CH:19]=[CH:18][C:17]=1C.CC([O-])(C)C.[Na+].BrC1C=CC=CC=1.